The task is: Regression. Given a peptide amino acid sequence and an MHC pseudo amino acid sequence, predict their binding affinity value. This is MHC class II binding data.. This data is from Peptide-MHC class II binding affinity with 134,281 pairs from IEDB. The peptide sequence is RMAEAEMVIHHQHVQ. The MHC is DRB1_0301 with pseudo-sequence DRB1_0301. The binding affinity (normalized) is 0.384.